This data is from Orexin1 receptor HTS with 218,158 compounds and 233 confirmed actives. The task is: Binary Classification. Given a drug SMILES string, predict its activity (active/inactive) in a high-throughput screening assay against a specified biological target. The molecule is O=C/1CC(CC(=O)C1=C\NCCO)(C)C. The result is 0 (inactive).